This data is from Forward reaction prediction with 1.9M reactions from USPTO patents (1976-2016). The task is: Predict the product of the given reaction. (1) Given the reactants [NH2:1][C:2]1[N:7]=[CH:6][C:5]([C:8]2[CH:9]=[C:10]([NH2:19])[C:11]([NH:14][C:15]([CH3:18])([CH3:17])[CH3:16])=[CH:12][CH:13]=2)=[CH:4][N:3]=1.[Cl:20][C:21]1[CH:22]=[N:23][N:24]([C:26]2[CH:33]=[CH:32][C:31]([O:34][CH3:35])=[CH:30][C:27]=2[CH:28]=O)[CH:25]=1.C([O-])(O)=O.[Na+], predict the reaction product. The product is: [C:15]([N:14]1[C:11]2[CH:12]=[CH:13][C:8]([C:5]3[CH:4]=[N:3][C:2]([NH2:1])=[N:7][CH:6]=3)=[CH:9][C:10]=2[N:19]=[C:28]1[C:27]1[CH:30]=[C:31]([O:34][CH3:35])[CH:32]=[CH:33][C:26]=1[N:24]1[CH:25]=[C:21]([Cl:20])[CH:22]=[N:23]1)([CH3:16])([CH3:18])[CH3:17]. (2) Given the reactants C([O:3][C:4]([C@H:6]1[CH2:8][C@@H:7]1[C:9]1[CH:14]=[CH:13][C:12]([O:15][C@H:16]2[C:24]3[C:19](=[C:20]([OH:26])[CH:21]=[CH:22][C:23]=3[F:25])[CH2:18][CH2:17]2)=[CH:11][CH:10]=1)=[O:5])C.N1C=CC=CC=1.[C:33]1(B(O)O)[CH:38]=[CH:37][CH:36]=[CH:35][CH:34]=1.[NH4+].[OH-], predict the reaction product. The product is: [F:25][C:23]1[CH:22]=[CH:21][C:20]([O:26][C:33]2[CH:38]=[CH:37][CH:36]=[CH:35][CH:34]=2)=[C:19]2[C:24]=1[C@H:16]([O:15][C:12]1[CH:13]=[CH:14][C:9]([C@H:7]3[CH2:8][C@@H:6]3[C:4]([OH:3])=[O:5])=[CH:10][CH:11]=1)[CH2:17][CH2:18]2. (3) Given the reactants [F:1][C:2]([F:29])([F:28])[C:3]1[CH:8]=[CH:7][C:6]([C:9]2[CH:14]=[CH:13][CH:12]=[CH:11][C:10]=2[C:15]([NH:17][C:18]2[CH:23]=[CH:22][C:21]([CH2:24][C:25](O)=[O:26])=[CH:20][CH:19]=2)=[O:16])=[CH:5][CH:4]=1.C1C=CC2N(O)N=NC=2C=1.CCN=C=NCCCN(C)C.Cl.[NH2:52][C:53]1[CH:58]=[CH:57][CH:56]=[CH:55][N:54]=1, predict the reaction product. The product is: [O:26]=[C:25]([NH:52][C:53]1[CH:58]=[CH:57][CH:56]=[CH:55][N:54]=1)[CH2:24][C:21]1[CH:22]=[CH:23][C:18]([NH:17][C:15]([C:10]2[C:9]([C:6]3[CH:5]=[CH:4][C:3]([C:2]([F:29])([F:1])[F:28])=[CH:8][CH:7]=3)=[CH:14][CH:13]=[CH:12][CH:11]=2)=[O:16])=[CH:19][CH:20]=1. (4) Given the reactants [F:1][C:2]1[CH:28]=[CH:27][C:5]([CH2:6][N:7]2[CH:11]=[C:10]([C:12]3[N:13]=[C:14]4[N:19]([C:20](=[O:24])[C:21]=3[O:22]C)[CH2:18][CH2:17][O:16][C:15]4([CH3:26])[CH3:25])[N:9]=[CH:8]2)=[CH:4][CH:3]=1.B(Br)(Br)Br.S(C)C, predict the reaction product. The product is: [F:1][C:2]1[CH:28]=[CH:27][C:5]([CH2:6][N:7]2[CH:11]=[C:10]([C:12]3[N:13]=[C:14]4[N:19]([C:20](=[O:24])[C:21]=3[OH:22])[CH2:18][CH2:17][O:16][C:15]4([CH3:26])[CH3:25])[N:9]=[CH:8]2)=[CH:4][CH:3]=1. (5) Given the reactants [NH2:1][C@@H:2]([CH2:6][CH3:7])[C:3]([OH:5])=[O:4].[F:8][C:9]([F:20])([F:19])[C:10](O[C:10](=[O:11])[C:9]([F:20])([F:19])[F:8])=[O:11], predict the reaction product. The product is: [F:8][C:9]([F:20])([F:19])[C:10]([NH:1][C@@H:2]([CH2:6][CH3:7])[C:3]([OH:5])=[O:4])=[O:11]. (6) Given the reactants [CH2:1]([O:8][C:9]1[CH:10]=[C:11]([CH2:16][C:17]([CH3:20])([CH3:19])[CH3:18])[C:12]([OH:15])=[N:13][CH:14]=1)[C:2]1[CH:7]=[CH:6][CH:5]=[CH:4][CH:3]=1.[F:21][C:22]([F:35])([F:34])[S:23](O[S:23]([C:22]([F:35])([F:34])[F:21])(=[O:25])=[O:24])(=[O:25])=[O:24].O, predict the reaction product. The product is: [F:21][C:22]([F:35])([F:34])[S:23]([O:15][C:12]1[C:11]([CH2:16][C:17]([CH3:20])([CH3:19])[CH3:18])=[CH:10][C:9]([O:8][CH2:1][C:2]2[CH:3]=[CH:4][CH:5]=[CH:6][CH:7]=2)=[CH:14][N:13]=1)(=[O:25])=[O:24].